Task: Predict the reaction yield, written as a fraction of the theoretical maximum amount of product (1.0 means a 100% yield; for example, 0.34 means a 34% yield).. Dataset: Reaction yield outcomes from USPTO patents with 853,638 reactions (1) The reactants are [Br:1][CH:2]1[CH:10]2[CH2:11]C3[CH:5]4[C:9]2([CH2:12][O:13][Si:14]([C:17]([CH3:20])([CH3:19])[CH3:18])([CH3:16])[CH3:15])C=C[CH:6]4[O:21]C13.C[N+]1([O-])CC[O:26]CC1.S([O-])([O-])=O.[Na+].[Na+].[CH2:36]1[CH2:40][O:39][CH2:38][CH2:37]1. The catalyst is [Os](=O)(=O)(=O)=O.O. The product is [Br:1][CH:2]1[CH:10]2[CH2:11][CH:36]3[CH:37]4[C:9]2([CH2:12][O:13][Si:14]([C:17]([CH3:20])([CH3:19])[CH3:18])([CH3:16])[CH3:15])[CH:5]([OH:26])[CH:6]([OH:21])[CH:38]4[O:39][CH:40]13. The yield is 0.800. (2) The reactants are [C:1]([OH:6])(=[O:5])C(C)=O.C(O[CH:10]([O:14][CH2:15][CH3:16])[O:11][CH2:12][CH3:13])C.S(=O)(=O)(O)O.Cl[CH2:23]Cl. No catalyst specified. The product is [CH2:15]([O:14][C:10]([O:11][CH2:12][CH3:13])([CH3:23])[C:1]([OH:6])=[O:5])[CH3:16]. The yield is 1.00.